Dataset: Full USPTO retrosynthesis dataset with 1.9M reactions from patents (1976-2016). Task: Predict the reactants needed to synthesize the given product. Given the product [Cl:2][CH2:3][C:4]1[S:5][CH:6]=[C:7]([C:9]([OH:11])=[O:10])[N:8]=1, predict the reactants needed to synthesize it. The reactants are: Cl.[Cl:2][CH2:3][C:4]1[S:5][CH:6]=[C:7]([C:9]([O:11]C)=[O:10])[N:8]=1.